From a dataset of Peptide-MHC class I binding affinity with 185,985 pairs from IEDB/IMGT. Regression. Given a peptide amino acid sequence and an MHC pseudo amino acid sequence, predict their binding affinity value. This is MHC class I binding data. The peptide sequence is IVLFQRFLR. The MHC is HLA-B53:01 with pseudo-sequence HLA-B53:01. The binding affinity (normalized) is 0.